Task: Predict which catalyst facilitates the given reaction.. Dataset: Catalyst prediction with 721,799 reactions and 888 catalyst types from USPTO (1) Reactant: C(O[BH-](OC(=O)C)OC(=O)C)(=O)C.[Na+].[CH2:15]([O:17][C:18]([CH:20]1[CH2:25][CH2:24][N:23]([C:26](=[O:49])[C:27]2[CH:32]=[CH:31][CH:30]=[C:29]([C@@H:33]([N:41]3[CH2:46][C@@H:45]([CH3:47])[NH:44][CH2:43][C@@H:42]3[CH3:48])[C:34]3[CH:39]=[CH:38][CH:37]=[C:36]([OH:40])[CH:35]=3)[CH:28]=2)[CH2:22][CH2:21]1)=[O:19])[CH3:16].[F:50][C:51]1[CH:52]=[C:53]([CH:56]=[CH:57][CH:58]=1)[CH:54]=O.C(O)(=O)C. Product: [CH2:15]([O:17][C:18]([CH:20]1[CH2:25][CH2:24][N:23]([C:26](=[O:49])[C:27]2[CH:32]=[CH:31][CH:30]=[C:29]([C@@H:33]([N:41]3[CH2:46][C@@H:45]([CH3:47])[N:44]([CH2:54][C:53]4[CH:56]=[CH:57][CH:58]=[C:51]([F:50])[CH:52]=4)[CH2:43][C@@H:42]3[CH3:48])[C:34]3[CH:39]=[CH:38][CH:37]=[C:36]([OH:40])[CH:35]=3)[CH:28]=2)[CH2:22][CH2:21]1)=[O:19])[CH3:16]. The catalyst class is: 9. (2) Reactant: [O:1]=[C:2]1[CH2:6][O:5][C:4]([NH:7][C:8]2[CH:13]=[CH:12][C:11]([O:14][CH2:15][CH2:16][CH3:17])=[CH:10][CH:9]=2)=[C:3]1[C:18]([O:20][CH2:21][CH3:22])=[O:19].[NH:23]1[C:31]2[C:26](=[CH:27][CH:28]=[CH:29][N:30]=2)[C:25]([CH:32]=O)=[CH:24]1.N1CCC[C@H]1C(O)=O. Product: [NH:23]1[C:31]2=[N:30][CH:29]=[CH:28][CH:27]=[C:26]2[C:25]([CH:32]=[C:6]2[O:5][C:4]([NH:7][C:8]3[CH:9]=[CH:10][C:11]([O:14][CH2:15][CH2:16][CH3:17])=[CH:12][CH:13]=3)=[C:3]([C:18]([O:20][CH2:21][CH3:22])=[O:19])[C:2]2=[O:1])=[CH:24]1. The catalyst class is: 8.